Dataset: Full USPTO retrosynthesis dataset with 1.9M reactions from patents (1976-2016). Task: Predict the reactants needed to synthesize the given product. (1) Given the product [NH2:35][C:36]1[C:41]([S:42]([NH:45][CH2:46][CH:47]2[CH2:48][CH2:49][N:50]([CH3:53])[CH2:51][CH2:52]2)(=[O:44])=[O:43])=[CH:40][C:39]([C:27]2[CH:28]=[CH:29][C:23]3[O:22][CH2:21][CH2:20][N:19]([C:17]4[C:16]5[CH2:15][C:14]([CH3:34])([CH3:33])[CH2:13][CH2:12][C:11]=5[N:10]=[C:9]([CH3:8])[N:18]=4)[CH2:25][C:24]=3[CH:26]=2)=[CH:38][N:37]=1, predict the reactants needed to synthesize it. The reactants are: CC(CC(O)=O)=O.[CH3:8][C:9]1[N:18]=[C:17]([N:19]2[CH2:25][C:24]3[CH:26]=[C:27](B(O)O)[CH:28]=[CH:29][C:23]=3[O:22][CH2:21][CH2:20]2)[C:16]2[CH2:15][C:14]([CH3:34])([CH3:33])[CH2:13][CH2:12][C:11]=2[N:10]=1.[NH2:35][C:36]1[C:41]([S:42]([NH:45][CH2:46][CH:47]2[CH2:52][CH2:51][N:50]([CH3:53])[CH2:49][CH2:48]2)(=[O:44])=[O:43])=[CH:40][C:39](Br)=[CH:38][N:37]=1. (2) The reactants are: Br.[NH2:2][C@H:3]1[C:12]2[C:7](=[CH:8][CH:9]=[CH:10][CH:11]=2)[N:6]([C:13](=[O:15])[CH3:14])[C@@H:5]([CH:16]2[CH2:18][CH2:17]2)[C@@H:4]1[CH3:19].Br[C:21]1[CH:26]=[CH:25][CH:24]=[C:23]([CH:27]2[CH2:29][CH2:28]2)[CH:22]=1.CN(C1C(C2C(P(C3CCCCC3)C3CCCCC3)=CC=CC=2)=CC=CC=1)C.CC(C)([O-])C.[Na+]. Given the product [CH:16]1([C@H:5]2[C@H:4]([CH3:19])[C@@H:3]([NH:2][C:21]3[CH:26]=[CH:25][CH:24]=[C:23]([CH:27]4[CH2:29][CH2:28]4)[CH:22]=3)[C:12]3[C:7](=[CH:8][CH:9]=[CH:10][CH:11]=3)[N:6]2[C:13](=[O:15])[CH3:14])[CH2:18][CH2:17]1, predict the reactants needed to synthesize it. (3) The reactants are: [C:1]([O:5][C:6]([N:8]1[CH2:13][CH2:12][C:11](=[CH:14][C:15](OC)=[O:16])[C:10]([CH3:20])([CH3:19])[CH2:9]1)=[O:7])([CH3:4])([CH3:3])[CH3:2].[H-].C([Al+]CC(C)C)C(C)C.C1(C)C=CC=CC=1.C(O)C. Given the product [C:1]([O:5][C:6]([N:8]1[CH2:13][CH2:12][C:11](=[CH:14][CH2:15][OH:16])[C:10]([CH3:20])([CH3:19])[CH2:9]1)=[O:7])([CH3:4])([CH3:3])[CH3:2], predict the reactants needed to synthesize it.